Dataset: Catalyst prediction with 721,799 reactions and 888 catalyst types from USPTO. Task: Predict which catalyst facilitates the given reaction. (1) Reactant: [C:1]([O:9][C@H:10]1[CH2:15][C@H:14]([OH:16])[CH2:13][CH2:12][C@@H:11]1[C:17]1[N:21]([CH2:22][O:23][CH2:24][CH2:25][O:26][CH3:27])[N:20]=[CH:19][CH:18]=1)(=[O:8])[C:2]1[CH:7]=[CH:6][CH:5]=[CH:4][CH:3]=1.CC(OI1(OC(C)=O)(OC(C)=O)OC(=O)C2C=CC=CC1=2)=O. Product: [C:1]([O:9][C@H:10]1[CH2:15][C:14](=[O:16])[CH2:13][CH2:12][C@@H:11]1[C:17]1[N:21]([CH2:22][O:23][CH2:24][CH2:25][O:26][CH3:27])[N:20]=[CH:19][CH:18]=1)(=[O:8])[C:2]1[CH:3]=[CH:4][CH:5]=[CH:6][CH:7]=1. The catalyst class is: 4. (2) Reactant: [CH3:1][N:2]([CH3:41])[C:3]1[CH:40]=[CH:39][C:6]([C:7]([NH:9][C:10]2[C:11]([F:38])=[C:12]([C:16]3[C:28]4[C:27]5[C:22](=[CH:23][C:24]([N:29]6[CH2:34][CH2:33][O:32][CH2:31][CH2:30]6)=[CH:25][CH:26]=5)[NH:21][C:20]=4[C:19]([C:35]([OH:37])=O)=[N:18][CH:17]=3)[CH:13]=[CH:14][CH:15]=2)=[O:8])=[CH:5][CH:4]=1.[Cl-].[NH4+].C([N:47](CC)C(C)C)(C)C.F[P-](F)(F)(F)(F)F.N1(O[P+](N(C)C)(N(C)C)N(C)C)C2C=CC=CC=2N=N1.CN1CCOCC1. Product: [CH3:41][N:2]([CH3:1])[C:3]1[CH:4]=[CH:5][C:6]([C:7]([NH:9][C:10]2[C:11]([F:38])=[C:12]([C:16]3[C:28]4[C:27]5[C:22](=[CH:23][C:24]([N:29]6[CH2:34][CH2:33][O:32][CH2:31][CH2:30]6)=[CH:25][CH:26]=5)[NH:21][C:20]=4[C:19]([C:35]([NH2:47])=[O:37])=[N:18][CH:17]=3)[CH:13]=[CH:14][CH:15]=2)=[O:8])=[CH:39][CH:40]=1. The catalyst class is: 121. (3) Reactant: [C:1]([C:5]1[CH:12]=[CH:11][C:8]([CH:9]=O)=[CH:7][CH:6]=1)([CH3:4])([CH3:3])[CH3:2].[Cl:13][C:14]1[CH:19]=[CH:18][C:17]([N:20]([CH3:24])[CH2:21][CH2:22][NH2:23])=[CH:16][CH:15]=1.[BH4-].[Na+].O. Product: [C:1]([C:5]1[CH:12]=[CH:11][C:8]([CH2:9][NH:23][CH2:22][CH2:21][N:20]([C:17]2[CH:16]=[CH:15][C:14]([Cl:13])=[CH:19][CH:18]=2)[CH3:24])=[CH:7][CH:6]=1)([CH3:4])([CH3:3])[CH3:2]. The catalyst class is: 5. (4) Reactant: [O:1]=[C:2]([O:20][CH2:21][CH:21]([O:20][C:2](=[O:1])[CH2:3][CH2:4][CH2:5][CH2:6][CH2:7][CH2:8][CH2:9]/[CH:10]=[CH:11]\[CH2:12][CH2:13][CH2:14][CH2:15][CH2:16][CH2:17][CH2:18][CH3:19])[CH2:21][O:20][C:2](=[O:1])[CH2:3][CH2:4][CH2:5][CH2:6][CH2:7][CH2:8][CH2:9]/[CH:10]=[CH:11]\[CH2:12][CH2:13][CH2:14][CH2:15][CH2:16][CH2:17][CH2:18][CH3:19])[CH2:3][CH2:4][CH2:5][CH2:6][CH2:7][CH2:8][CH2:9]/[CH:10]=[CH:11]\[CH2:12][CH2:13][CH2:14][CH2:15][CH2:16][CH2:17][CH2:18][CH3:19]. Product: [C:2]([O:20][CH3:21])(=[O:1])[CH2:3][CH2:4][CH2:5][CH2:6][CH2:7][CH2:8][CH2:9]/[CH:10]=[CH:11]\[CH2:12][CH2:13][CH2:14][CH2:15][CH2:16][CH2:17][CH2:18][CH3:19]. The catalyst class is: 610. (5) Reactant: Br[CH2:2][CH2:3][O:4][CH2:5][CH2:6][O:7][CH2:8][CH2:9][O:10][CH3:11].C([O-])([O-])=O.[K+].[K+].[N+:18]([C:21]1[CH:22]=[C:23]([OH:27])[CH:24]=[CH:25][CH:26]=1)([O-:20])=[O:19]. Product: [CH3:11][O:10][CH2:9][CH2:8][O:7][CH2:6][CH2:5][O:4][CH2:3][CH2:2][O:27][C:23]1[CH:24]=[CH:25][CH:26]=[C:21]([N+:18]([O-:20])=[O:19])[CH:22]=1. The catalyst class is: 21.